This data is from HIV replication inhibition screening data with 41,000+ compounds from the AIDS Antiviral Screen. The task is: Binary Classification. Given a drug SMILES string, predict its activity (active/inactive) in a high-throughput screening assay against a specified biological target. (1) The molecule is N=C1NN(c2ccccc2)C2(O)c3ccncc3C3=NN(c4ccccc4)C(=O)C132. The result is 0 (inactive). (2) The compound is COc1ccc(C=C(C#N)c2ccc(OC)c(OC)c2)cc1. The result is 0 (inactive). (3) The drug is N#Cc1ccc(C2OCC3CC=CCC3CO2)cc1. The result is 0 (inactive). (4) The compound is COC(=O)C(Cc1cn(C(C)=O)c2ccccc12)P(=O)(OC)OC. The result is 0 (inactive). (5) The compound is O=C(CCCn1ccnc1[N+](=O)[O-])NCCn1ccnc1[N+](=O)[O-]. The result is 0 (inactive). (6) The result is 0 (inactive). The molecule is Cc1ccc(C(=O)C2=CN=C3C(=O)N(c4ccccc4)N(C)C3(C)C2=N)cc1. (7) The drug is CCCCCCCOc1ccc(C=Cc2cc[n+](CCCCCCCC[n+]3ccc(C=Cc4ccc(OCCCCCCC)cc4)cc3)cc2)cc1.Cc1ccc(S(=O)(=O)[O-])cc1. The result is 0 (inactive). (8) The drug is Cc1cccc2c1CC(C1OC(=O)c3c(C)cccc31)C2=O. The result is 0 (inactive).